This data is from Full USPTO retrosynthesis dataset with 1.9M reactions from patents (1976-2016). The task is: Predict the reactants needed to synthesize the given product. Given the product [CH3:38][O:37][C:34]1[CH:35]=[CH:36][C:30]2[N:29]=[C:28]([C:4]3[CH:5]=[C:6]([C:9]4[CH:10]=[N:11][C:12]([N:15]5[CH2:16][CH2:17][NH:18][CH2:19][CH2:20]5)=[CH:13][CH:14]=4)[CH:7]=[N:8][C:3]=3[NH2:2])[NH:32][C:31]=2[CH:33]=1, predict the reactants needed to synthesize it. The reactants are: Cl.[NH2:2][C:3]1[N:8]=[CH:7][C:6]([C:9]2[CH:10]=[N:11][C:12]([N:15]3[CH2:20][CH2:19][N:18](C(OC(C)(C)C)=O)[CH2:17][CH2:16]3)=[CH:13][CH:14]=2)=[CH:5][C:4]=1[C:28]1[NH:32][C:31]2[CH:33]=[C:34]([O:37][CH3:38])[CH:35]=[CH:36][C:30]=2[N:29]=1.